This data is from Full USPTO retrosynthesis dataset with 1.9M reactions from patents (1976-2016). The task is: Predict the reactants needed to synthesize the given product. The reactants are: C[O:2][C:3]1[CH:8]=[CH:7][C:6]([C:9](=[O:23])[CH2:10][CH2:11][C:12]2[NH:13][N:14]=[C:15]([C:17]3[CH:22]=[CH:21][N:20]=[CH:19][CH:18]=3)[N:16]=2)=[CH:5][CH:4]=1.Br. Given the product [OH:2][C:3]1[CH:8]=[CH:7][C:6]([C:9](=[O:23])[CH2:10][CH2:11][C:12]2[NH:13][N:14]=[C:15]([C:17]3[CH:18]=[CH:19][N:20]=[CH:21][CH:22]=3)[N:16]=2)=[CH:5][CH:4]=1, predict the reactants needed to synthesize it.